From a dataset of Peptide-MHC class II binding affinity with 134,281 pairs from IEDB. Regression. Given a peptide amino acid sequence and an MHC pseudo amino acid sequence, predict their binding affinity value. This is MHC class II binding data. (1) The peptide sequence is NIVNMLHGVRDGLVR. The MHC is DRB5_0101 with pseudo-sequence DRB5_0101. The binding affinity (normalized) is 0.299. (2) The peptide sequence is GKSTRSTTDSGKVIP. The MHC is DRB1_0801 with pseudo-sequence DRB1_0801. The binding affinity (normalized) is 0. (3) The peptide sequence is YDKFLPNVSTVLTGK. The MHC is DRB1_0802 with pseudo-sequence DRB1_0802. The binding affinity (normalized) is 0.390. (4) The peptide sequence is LAVLRKVKRVVASLM. The MHC is H-2-IAd with pseudo-sequence H-2-IAd. The binding affinity (normalized) is 0.581. (5) The MHC is HLA-DPA10103-DPB10301 with pseudo-sequence HLA-DPA10103-DPB10301. The binding affinity (normalized) is 0.469. The peptide sequence is KAAVAAAASVPAADK. (6) The peptide sequence is TWGKAKIVTAETQNS. The MHC is DRB1_0404 with pseudo-sequence DRB1_0404. The binding affinity (normalized) is 0.395. (7) The peptide sequence is GIDTNAYYVMTVGTKTFL. The MHC is DRB4_0101 with pseudo-sequence DRB4_0103. The binding affinity (normalized) is 0.214. (8) The peptide sequence is VVDLSKMRAVWVDGK. The MHC is HLA-DPA10103-DPB10301 with pseudo-sequence HLA-DPA10103-DPB10301. The binding affinity (normalized) is 0.0858. (9) The peptide sequence is AFKVAATAVNAAPAN. The MHC is DRB1_0901 with pseudo-sequence DRB1_0901. The binding affinity (normalized) is 0.740.